From a dataset of NCI-60 drug combinations with 297,098 pairs across 59 cell lines. Regression. Given two drug SMILES strings and cell line genomic features, predict the synergy score measuring deviation from expected non-interaction effect. (1) Drug 1: C1=CC=C(C=C1)NC(=O)CCCCCCC(=O)NO. Drug 2: C1=CN(C=N1)CC(O)(P(=O)(O)O)P(=O)(O)O. Cell line: MDA-MB-231. Synergy scores: CSS=12.1, Synergy_ZIP=-1.91, Synergy_Bliss=0.611, Synergy_Loewe=-7.43, Synergy_HSA=0.230. (2) Drug 1: CN(C)N=NC1=C(NC=N1)C(=O)N. Drug 2: C1=NC2=C(N=C(N=C2N1C3C(C(C(O3)CO)O)F)Cl)N. Cell line: U251. Synergy scores: CSS=14.1, Synergy_ZIP=-3.37, Synergy_Bliss=-2.76, Synergy_Loewe=-24.4, Synergy_HSA=-1.45. (3) Drug 1: CS(=O)(=O)C1=CC(=C(C=C1)C(=O)NC2=CC(=C(C=C2)Cl)C3=CC=CC=N3)Cl. Drug 2: CC1C(C(CC(O1)OC2CC(CC3=C2C(=C4C(=C3O)C(=O)C5=C(C4=O)C(=CC=C5)OC)O)(C(=O)CO)O)N)O.Cl. Cell line: UACC-257. Synergy scores: CSS=51.6, Synergy_ZIP=3.43, Synergy_Bliss=3.98, Synergy_Loewe=-19.1, Synergy_HSA=5.17. (4) Drug 1: CC12CCC(CC1=CCC3C2CCC4(C3CC=C4C5=CN=CC=C5)C)O. Drug 2: COC1=NC(=NC2=C1N=CN2C3C(C(C(O3)CO)O)O)N. Cell line: LOX IMVI. Synergy scores: CSS=49.8, Synergy_ZIP=14.3, Synergy_Bliss=14.3, Synergy_Loewe=-26.7, Synergy_HSA=13.4. (5) Drug 1: CC1C(C(CC(O1)OC2CC(CC3=C2C(=C4C(=C3O)C(=O)C5=C(C4=O)C(=CC=C5)OC)O)(C(=O)CO)O)N)O.Cl. Drug 2: C1CC(=O)NC(=O)C1N2C(=O)C3=CC=CC=C3C2=O. Cell line: CAKI-1. Synergy scores: CSS=2.51, Synergy_ZIP=-0.482, Synergy_Bliss=1.78, Synergy_Loewe=-0.788, Synergy_HSA=0.0717.